This data is from Retrosynthesis with 50K atom-mapped reactions and 10 reaction types from USPTO. The task is: Predict the reactants needed to synthesize the given product. Given the product COc1ccc2c(c1)c(CCNC(C)=O)cn2S(=O)(=O)c1ccc(C)cc1, predict the reactants needed to synthesize it. The reactants are: COc1ccc2[nH]cc(CCNC(C)=O)c2c1.Cc1ccc(S(=O)(=O)Cl)cc1.